From a dataset of Catalyst prediction with 721,799 reactions and 888 catalyst types from USPTO. Predict which catalyst facilitates the given reaction. Reactant: Br.[CH2:2]([C:4]1[N:5]=[C:6]([C@@H:9]([NH2:20])[CH2:10][C:11]2[CH:16]=[CH:15][C:14]([N+:17]([O-:19])=[O:18])=[CH:13][CH:12]=2)[S:7][CH:8]=1)[CH3:3].[C:21]1([CH2:27][C:28](O)=[O:29])[CH:26]=[CH:25][CH:24]=[CH:23][CH:22]=1.ON1C2C=CC=CC=2N=N1.CN(C)CCCN=C=NCC.C(N(CC)CC)C. Product: [CH2:2]([C:4]1[N:5]=[C:6]([CH:9]([NH:20][C:28](=[O:29])[CH2:27][C:21]2[CH:26]=[CH:25][CH:24]=[CH:23][CH:22]=2)[CH2:10][C:11]2[CH:16]=[CH:15][C:14]([N+:17]([O-:19])=[O:18])=[CH:13][CH:12]=2)[S:7][CH:8]=1)[CH3:3]. The catalyst class is: 18.